Dataset: Peptide-MHC class II binding affinity with 134,281 pairs from IEDB. Task: Regression. Given a peptide amino acid sequence and an MHC pseudo amino acid sequence, predict their binding affinity value. This is MHC class II binding data. (1) The peptide sequence is NLYKLHGGHVSCRVKHHHHHH. The MHC is HLA-DQA10201-DQB10301 with pseudo-sequence HLA-DQA10201-DQB10301. The binding affinity (normalized) is 0. (2) The binding affinity (normalized) is 0.0142. The MHC is DRB1_0301 with pseudo-sequence DRB1_0301. The peptide sequence is QLIYPLISPSFLVYS. (3) The peptide sequence is SLVDLKSTSKKNVLK. The MHC is DRB1_0101 with pseudo-sequence DRB1_0101. The binding affinity (normalized) is 0.216. (4) The peptide sequence is IYKASPTLAFPAGVC. The MHC is HLA-DPA10201-DPB11401 with pseudo-sequence HLA-DPA10201-DPB11401. The binding affinity (normalized) is 0.293. (5) The peptide sequence is STVASAQIHLYYN. The MHC is DRB4_0101 with pseudo-sequence DRB4_0103. The binding affinity (normalized) is 0.0971. (6) The peptide sequence is RVSPGNGWMIKETAC. The MHC is HLA-DQA10201-DQB10301 with pseudo-sequence HLA-DQA10201-DQB10301. The binding affinity (normalized) is 0.525.